From a dataset of NCI-60 drug combinations with 297,098 pairs across 59 cell lines. Regression. Given two drug SMILES strings and cell line genomic features, predict the synergy score measuring deviation from expected non-interaction effect. (1) Drug 2: C1=CC=C(C(=C1)C(C2=CC=C(C=C2)Cl)C(Cl)Cl)Cl. Cell line: PC-3. Synergy scores: CSS=3.06, Synergy_ZIP=-1.07, Synergy_Bliss=-2.73, Synergy_Loewe=-1.85, Synergy_HSA=-4.48. Drug 1: CC1=C(C=C(C=C1)NC(=O)C2=CC=C(C=C2)CN3CCN(CC3)C)NC4=NC=CC(=N4)C5=CN=CC=C5. (2) Drug 1: CN(CCCl)CCCl.Cl. Drug 2: CS(=O)(=O)OCCCCOS(=O)(=O)C. Cell line: HCT116. Synergy scores: CSS=48.0, Synergy_ZIP=-3.32, Synergy_Bliss=-4.57, Synergy_Loewe=-24.6, Synergy_HSA=-1.73. (3) Drug 1: CC1=C2C(C(=O)C3(C(CC4C(C3C(C(C2(C)C)(CC1OC(=O)C(C(C5=CC=CC=C5)NC(=O)OC(C)(C)C)O)O)OC(=O)C6=CC=CC=C6)(CO4)OC(=O)C)OC)C)OC. Drug 2: C1CN(CCN1C(=O)CCBr)C(=O)CCBr. Cell line: K-562. Synergy scores: CSS=52.6, Synergy_ZIP=0.978, Synergy_Bliss=-1.08, Synergy_Loewe=-17.7, Synergy_HSA=0.783. (4) Drug 1: CN(C(=O)NC(C=O)C(C(C(CO)O)O)O)N=O. Drug 2: N.N.Cl[Pt+2]Cl. Cell line: SK-MEL-2. Synergy scores: CSS=66.7, Synergy_ZIP=-0.308, Synergy_Bliss=-2.15, Synergy_Loewe=3.92, Synergy_HSA=3.75. (5) Drug 1: CS(=O)(=O)C1=CC(=C(C=C1)C(=O)NC2=CC(=C(C=C2)Cl)C3=CC=CC=N3)Cl. Drug 2: C1=NC(=NC(=O)N1C2C(C(C(O2)CO)O)O)N. Cell line: T-47D. Synergy scores: CSS=6.15, Synergy_ZIP=-0.0179, Synergy_Bliss=5.46, Synergy_Loewe=2.21, Synergy_HSA=2.88. (6) Drug 1: CC1C(C(CC(O1)OC2CC(CC3=C2C(=C4C(=C3O)C(=O)C5=C(C4=O)C(=CC=C5)OC)O)(C(=O)C)O)N)O.Cl. Drug 2: CC1=C(C=C(C=C1)NC(=O)C2=CC=C(C=C2)CN3CCN(CC3)C)NC4=NC=CC(=N4)C5=CN=CC=C5. Cell line: DU-145. Synergy scores: CSS=16.0, Synergy_ZIP=13.1, Synergy_Bliss=13.1, Synergy_Loewe=-10.2, Synergy_HSA=8.54. (7) Drug 1: C(=O)(N)NO. Drug 2: CCN(CC)CCCC(C)NC1=C2C=C(C=CC2=NC3=C1C=CC(=C3)Cl)OC. Cell line: 786-0. Synergy scores: CSS=6.52, Synergy_ZIP=-1.54, Synergy_Bliss=2.99, Synergy_Loewe=-17.8, Synergy_HSA=-1.26. (8) Drug 1: CC1=CC2C(CCC3(C2CCC3(C(=O)C)OC(=O)C)C)C4(C1=CC(=O)CC4)C. Drug 2: CN(C(=O)NC(C=O)C(C(C(CO)O)O)O)N=O. Cell line: MCF7. Synergy scores: CSS=-13.7, Synergy_ZIP=3.95, Synergy_Bliss=-8.66, Synergy_Loewe=-19.3, Synergy_HSA=-19.7. (9) Synergy scores: CSS=18.6, Synergy_ZIP=1.93, Synergy_Bliss=2.56, Synergy_Loewe=-5.80, Synergy_HSA=-0.880. Drug 1: C1CCN(CC1)CCOC2=CC=C(C=C2)C(=O)C3=C(SC4=C3C=CC(=C4)O)C5=CC=C(C=C5)O. Cell line: A549. Drug 2: COCCOC1=C(C=C2C(=C1)C(=NC=N2)NC3=CC=CC(=C3)C#C)OCCOC.Cl. (10) Drug 1: C1CCC(CC1)NC(=O)N(CCCl)N=O. Drug 2: CC1=CC2C(CCC3(C2CCC3(C(=O)C)OC(=O)C)C)C4(C1=CC(=O)CC4)C. Cell line: UACC-257. Synergy scores: CSS=7.54, Synergy_ZIP=2.19, Synergy_Bliss=7.92, Synergy_Loewe=1.01, Synergy_HSA=4.24.